This data is from Peptide-MHC class II binding affinity with 134,281 pairs from IEDB. The task is: Regression. Given a peptide amino acid sequence and an MHC pseudo amino acid sequence, predict their binding affinity value. This is MHC class II binding data. (1) The peptide sequence is SAFLESQSMNKIGDD. The MHC is DRB1_0802 with pseudo-sequence DRB1_0802. The binding affinity (normalized) is 0. (2) The peptide sequence is GSCWAFSGVAATESA. The binding affinity (normalized) is 0.0247. The MHC is DRB4_0101 with pseudo-sequence DRB4_0103.